This data is from Catalyst prediction with 721,799 reactions and 888 catalyst types from USPTO. The task is: Predict which catalyst facilitates the given reaction. (1) Reactant: [N+:1]([C:4]1[CH2:9][CH2:8][CH2:7][CH2:6][CH:5]=1)([O-:3])=[O:2].[N:10]1[CH:15]=[CH:14][CH:13]=[CH:12][C:11]=1[CH:16]=[O:17].CCOCC.[Na+].[Cl-]. Product: [N+:1]([CH:4]1[CH2:9][CH2:8][CH2:7][CH2:6][C@@H:5]1[C:16]([C:11]1[CH:12]=[CH:13][CH:14]=[CH:15][N:10]=1)=[O:17])([O-:3])=[O:2]. The catalyst class is: 2. (2) Reactant: F[C:2]1[CH:9]=[CH:8][C:5]([C:6]#[N:7])=[C:4]([C:10]([F:13])([F:12])[F:11])[CH:3]=1.[NH2:14][C@H:15]([CH2:18][CH2:19][CH3:20])[CH2:16][OH:17].CCN(C(C)C)C(C)C. Product: [OH:17][CH2:16][C@H:15]([NH:14][C:2]1[CH:9]=[CH:8][C:5]([C:6]#[N:7])=[C:4]([C:10]([F:13])([F:12])[F:11])[CH:3]=1)[CH2:18][CH2:19][CH3:20]. The catalyst class is: 549. (3) Reactant: CC(C[AlH]CC(C)C)C.[Br:10][C:11]1[CH:20]=[CH:19][C:14]([C:15](OC)=[O:16])=[CH:13][C:12]=1[CH3:21]. Product: [Br:10][C:11]1[CH:20]=[CH:19][C:14]([CH2:15][OH:16])=[CH:13][C:12]=1[CH3:21]. The catalyst class is: 2. (4) Reactant: CN(C(ON1N=NC2C=CC=NC1=2)=[N+](C)C)C.F[P-](F)(F)(F)(F)F.CCN(C(C)C)C(C)C.[NH2:34][C@@H:35]([CH2:65][C:66]#[N:67])[C:36]([NH:38][C@@H:39]([CH2:56][C:57]1[CH:62]=[CH:61][C:60]([O:63][CH3:64])=[CH:59][CH:58]=1)[C:40]([NH:42][C@@H:43]([CH2:50][C:51]1[CH2:55][CH2:54][CH2:53][CH:52]=1)[C:44]([C@@:46]1([CH3:49])[CH2:48][O:47]1)=[O:45])=[O:41])=[O:37].[O:68]1[CH2:73][CH2:72][N:71]([CH2:74][C:75](O)=[O:76])[CH2:70][CH2:69]1. Product: [C:66]([CH2:65][C@H:35]([NH:34][C:75](=[O:76])[CH2:74][N:71]1[CH2:72][CH2:73][O:68][CH2:69][CH2:70]1)[C:36]([NH:38][C@@H:39]([CH2:56][C:57]1[CH:62]=[CH:61][C:60]([O:63][CH3:64])=[CH:59][CH:58]=1)[C:40]([NH:42][C@@H:43]([CH2:50][C:51]1[CH2:55][CH2:54][CH2:53][CH:52]=1)[C:44]([C@@:46]1([CH3:49])[CH2:48][O:47]1)=[O:45])=[O:41])=[O:37])#[N:67]. The catalyst class is: 303. (5) Reactant: CC([O-])(C)C.[K+].Cl[CH2:8][C:9]([NH:11][CH2:12][C@H:13]([OH:16])[CH2:14][OH:15])=[O:10].CO.Cl. Product: [OH:15][CH2:14][C@@H:13]1[CH2:12][NH:11][C:9](=[O:10])[CH2:8][O:16]1. The catalyst class is: 6. (6) Reactant: [O:1]=[C:2]1[NH:7][N:6]=[C:5]([C:8]2[CH:15]=[CH:14][C:11]([C:12]#[N:13])=[CH:10][CH:9]=2)[CH:4]=[CH:3]1.C(=O)([O-])[O-].[K+].[K+].[Cl-].[OH:23][NH3+:24]. Product: [OH:23][NH:24][C:12](=[NH:13])[C:11]1[CH:10]=[CH:9][C:8]([C:5]2[CH:4]=[CH:3][C:2](=[O:1])[NH:7][N:6]=2)=[CH:15][CH:14]=1. The catalyst class is: 24. (7) Product: [C:15]([C:12]1[CH:13]=[CH:14][C:2]([C:25]2[C:24]([F:23])=[CH:29][CH:28]=[CH:27][C:26]=2[F:30])=[C:3]2[C:11]=1[NH:10][C:9]1[CH2:8][CH:7]([C:18]([O:20][CH2:21][CH3:22])=[O:19])[CH2:6][CH2:5][C:4]2=1)(=[O:17])[NH2:16]. Reactant: Br[C:2]1[CH:14]=[CH:13][C:12]([C:15](=[O:17])[NH2:16])=[C:11]2[C:3]=1[C:4]1[CH2:5][CH2:6][CH:7]([C:18]([O:20][CH2:21][CH3:22])=[O:19])[CH2:8][C:9]=1[NH:10]2.[F:23][C:24]1[CH:29]=[CH:28][CH:27]=[C:26]([F:30])[C:25]=1B(O)O.C1(P(C2CCCCC2)C2C=CC=CC=2C2C(OC)=CC=CC=2OC)CCCCC1.C(=O)([O-])[O-].[K+].[K+]. The catalyst class is: 443. (8) Product: [NH2:1][C:2]1[C:7]([C:8]#[N:9])=[C:6]([C:10]2[N:11]=[C:12]([NH:32][CH2:33][C@H:34]([OH:37])[CH2:35][OH:36])[S:13][CH:14]=2)[C:5]([C:16]#[N:17])=[C:4]([S:18][CH2:19][C:20]2[N:21]=[C:22]([C:25]3[CH:30]=[CH:29][C:28]([Cl:31])=[CH:27][CH:26]=3)[S:23][CH:24]=2)[N:3]=1. The catalyst class is: 21. Reactant: [NH2:1][C:2]1[C:7]([C:8]#[N:9])=[C:6]([C:10]2[N:11]=[C:12](Br)[S:13][CH:14]=2)[C:5]([C:16]#[N:17])=[C:4]([S:18][CH2:19][C:20]2[N:21]=[C:22]([C:25]3[CH:30]=[CH:29][C:28]([Cl:31])=[CH:27][CH:26]=3)[S:23][CH:24]=2)[N:3]=1.[NH2:32][CH2:33][C@H:34]([OH:37])[CH2:35][OH:36]. (9) The catalyst class is: 190. Reactant: [Cl-].[NH4+].[CH3:3][C:4]1[N:9]=[CH:8][C:7]([O:10][C:11]2[CH:16]=[CH:15][N:14]=[CH:13][C:12]=2[N+:17]([O-])=O)=[CH:6][CH:5]=1. Product: [CH3:3][C:4]1[N:9]=[CH:8][C:7]([O:10][C:11]2[CH:16]=[CH:15][N:14]=[CH:13][C:12]=2[NH2:17])=[CH:6][CH:5]=1.